This data is from hERG potassium channel inhibition data for cardiac toxicity prediction from Karim et al.. The task is: Regression/Classification. Given a drug SMILES string, predict its toxicity properties. Task type varies by dataset: regression for continuous values (e.g., LD50, hERG inhibition percentage) or binary classification for toxic/non-toxic outcomes (e.g., AMES mutagenicity, cardiotoxicity, hepatotoxicity). Dataset: herg_karim. (1) The molecule is COc1cc(-c2cn(C3CC(C(F)(F)F)CCNC3=O)nn2)ccc1-n1cnc(C)c1. The result is 0 (non-blocker). (2) The molecule is O=C(O)CCCOc1ccc2ncc(F)c(CCC34CCC(NCc5ccc6c(n5)NC(=O)CO6)(CC3)CO4)c2n1. The result is 0 (non-blocker). (3) The compound is CC(C)(C)c1cc(NC(=O)n2ncc3cc(Oc4ncnc5c4CNC5)ccc32)no1. The result is 1 (blocker). (4) The drug is CCCCc1cc(OC2CCN(CCC(C)S(=O)(=O)CC)CC2)c2ncccc2c1.Cl.Cl. The result is 1 (blocker). (5) The drug is COc1ccc(-c2nnc(C(=O)N3CC(Oc4ccc(CN(C)CC5(C)COC5)cc4)C3)o2)cc1. The result is 0 (non-blocker). (6) The molecule is O=C(NCCN1CCC2(CC1)C(=O)NCN2c1cccc(F)c1)c1ccc(F)c(F)c1. The result is 0 (non-blocker). (7) The compound is COc1c(N2CC[C@@H]([C@@H](N)CC#N)C2)c(F)cc2c(=O)c(C(=O)O)cn(C3CC3)c12. The result is 0 (non-blocker). (8) The molecule is C(CN1CCCCC1)=C1CCCc2c1cnn2-c1ccccc1. The result is 1 (blocker). (9) The compound is O=C1COc2ccc(CNC34CCC(CC5(O)Cn6c(=O)ccc7ncc(F)c5c76)(CC3)OC4)nc2N1. The result is 0 (non-blocker).